From a dataset of Reaction yield outcomes from USPTO patents with 853,638 reactions. Predict the reaction yield, written as a fraction of the theoretical maximum amount of product (1.0 means a 100% yield; for example, 0.34 means a 34% yield). (1) The reactants are [CH2:1]([O:3][C:4](=[O:39])[C:5]1[CH:10]=[CH:9][C:8]([NH:11][C:12](=[O:38])[CH:13]([N:20]2[C:24]3[CH:25]=[C:26]([F:30])[C:27]([F:29])=[CH:28][C:23]=3[N:22]=[C:21]2[C:31]2[CH:36]=[CH:35][C:34]([Cl:37])=[CH:33][CH:32]=2)[CH:14]2[CH2:19][CH2:18][CH2:17][CH2:16][CH2:15]2)=[CH:7][CH:6]=1)C.ClC1C=CC(C2N(C(C3CCCCC3)[C:53](NC3C=CC(C(O)=O)=CC=3)=[O:54])C3C=C(F)C(F)=CC=3N=2)=CC=1.COC(=O)C1C=CC(N)=C(OC)C=1. The catalyst is N1C=CC=CC=1. The product is [CH3:1][O:3][C:4](=[O:39])[C:5]1[CH:10]=[CH:9][C:8]([NH:11][C:12](=[O:38])[CH:13]([N:20]2[C:24]3[CH:25]=[C:26]([F:30])[C:27]([F:29])=[CH:28][C:23]=3[N:22]=[C:21]2[C:31]2[CH:36]=[CH:35][C:34]([Cl:37])=[CH:33][CH:32]=2)[CH:14]2[CH2:15][CH2:16][CH2:17][CH2:18][CH2:19]2)=[C:7]([O:54][CH3:53])[CH:6]=1. The yield is 0.740. (2) The reactants are C(OC(=O)[N:7]([C:16]1[S:17][C:18]([CH2:21][C:22]2[C:30]3[C:25](=[N:26][CH:27]=[C:28]([Cl:31])[CH:29]=3)[NH:24][CH:23]=2)=[CH:19][N:20]=1)[CH2:8][C:9]1[CH:14]=[CH:13][C:12]([F:15])=[CH:11][CH:10]=1)(C)(C)C.FC(F)(F)C(O)=O. The catalyst is ClCCl. The product is [Cl:31][C:28]1[CH:29]=[C:30]2[C:22]([CH2:21][C:18]3[S:17][C:16]([NH:7][CH2:8][C:9]4[CH:14]=[CH:13][C:12]([F:15])=[CH:11][CH:10]=4)=[N:20][CH:19]=3)=[CH:23][NH:24][C:25]2=[N:26][CH:27]=1. The yield is 0.290. (3) The product is [CH2:13]([N:15]1[CH:23]=[C:22]2[C:17]([CH:18]=[C:19]([C:25]([NH:8][C:5]3[CH:4]=[CH:3][C:2]([CH3:1])=[CH:7][N:6]=3)=[O:26])[CH:20]=[C:21]2[OH:24])=[N:16]1)[CH3:14]. The reactants are [CH3:1][C:2]1[CH:3]=[CH:4][C:5]([NH2:8])=[N:6][CH:7]=1.[Cl-].C[Al+]C.[CH2:13]([N:15]1[CH:23]=[C:22]2[C:17]([CH:18]=[C:19]([C:25](OCC)=[O:26])[CH:20]=[C:21]2[OH:24])=[N:16]1)[CH3:14].[Cl-].[NH4+]. The catalyst is COCCOC.CO. The yield is 0.270. (4) The reactants are [CH3:1][C:2]1[O:6][N:5]=[CH:4][C:3]=1[C:7]([OH:9])=O.Cl.[F:11][C:12]1[CH:17]=[CH:16][CH:15]=[CH:14][C:13]=1[C:18]1[N:22]=[C:21]([C@H:23]2[CH2:28][CH2:27][CH2:26][NH:25][CH2:24]2)[O:20][N:19]=1. No catalyst specified. The product is [F:11][C:12]1[CH:17]=[CH:16][CH:15]=[CH:14][C:13]=1[C:18]1[N:22]=[C:21]([C@H:23]2[CH2:28][CH2:27][CH2:26][N:25]([C:7]([C:3]3[CH:4]=[N:5][O:6][C:2]=3[CH3:1])=[O:9])[CH2:24]2)[O:20][N:19]=1. The yield is 0.940. (5) The reactants are [N+:1]([C:4]1[CH:9]=[CH:8][C:7]([N:10]2[C:19]3[C:14](=[CH:15][C:16]([F:37])=[C:17]([N:20]4[CH2:25][CH2:24][N:23]([CH2:26][C:27]([C:29]5[CH:34]=[CH:33][C:32]([O:35][CH3:36])=[CH:31][CH:30]=5)=O)[CH2:22][CH2:21]4)[CH:18]=3)[C:13](=[O:38])[C:12]([C:39]([OH:41])=[O:40])=[CH:11]2)=[C:6]([F:42])[CH:5]=1)([O-:3])=[O:2].Cl.[NH2:44][OH:45].C(=O)(O)[O-].[Na+].C(Cl)Cl.CO. The catalyst is C(O)C.O.C(Cl)Cl. The product is [N+:1]([C:4]1[CH:9]=[CH:8][C:7]([N:10]2[C:19]3[C:14](=[CH:15][C:16]([F:37])=[C:17]([N:20]4[CH2:21][CH2:22][N:23]([CH2:26][C:27](=[N:44][OH:45])[C:29]5[CH:34]=[CH:33][C:32]([O:35][CH3:36])=[CH:31][CH:30]=5)[CH2:24][CH2:25]4)[CH:18]=3)[C:13](=[O:38])[C:12]([C:39]([OH:41])=[O:40])=[CH:11]2)=[C:6]([F:42])[CH:5]=1)([O-:3])=[O:2]. The yield is 0.800. (6) The reactants are [F:1][C:2]1[CH:7]=[CH:6][C:5]([CH:8]2[C:16]3[C:11](=[CH:12][C:13]([CH2:17][OH:18])=[CH:14][CH:15]=3)[CH2:10][O:9]2)=[CH:4][CH:3]=1.C(=O)([O-])O.[Na+].Cl[O-].[Na+].O. The catalyst is C(OCC)(=O)C.[Br-].C([N+](CCCC)(CCCC)CCCC)CCC. The product is [F:1][C:2]1[CH:7]=[CH:6][C:5]([CH:8]2[C:16]3[C:11](=[CH:12][C:13]([CH:17]=[O:18])=[CH:14][CH:15]=3)[CH2:10][O:9]2)=[CH:4][CH:3]=1. The yield is 0.842. (7) The reactants are Br[C:2]1[CH:7]=[C:6]([O:8][CH2:9][CH2:10][CH2:11][CH2:12][CH2:13][CH2:14][CH2:15][CH3:16])[C:5](Br)=[CH:4][C:3]=1[O:18][CH2:19][CH2:20][CH2:21][CH2:22][CH2:23][CH2:24][CH2:25][CH3:26].[Mg].Br[C:29]1[S:30][CH:31]=[CH:32][CH:33]=1. The catalyst is O1CCCC1.C(OCC)(=O)C. The product is [S:30]1[CH:31]=[CH:32][CH:33]=[C:29]1[C:2]1[CH:7]=[C:6]([O:8][CH2:9][CH2:10][CH2:11][CH2:12][CH2:13][CH2:14][CH2:15][CH3:16])[C:5]([C:29]2[S:30][CH:31]=[CH:32][CH:33]=2)=[CH:4][C:3]=1[O:18][CH2:19][CH2:20][CH2:21][CH2:22][CH2:23][CH2:24][CH2:25][CH3:26]. The yield is 0.450. (8) The reactants are [NH2:1][C:2]1[C:7]([C:8]#N)=[CH:6][N:5]=[C:4]([NH:10][C:11]2[CH:16]=[CH:15][CH:14]=[CH:13][CH:12]=2)[N:3]=1.[H-].C([Al+]CC(C)C)C(C)C.[O:27]1CCCC1. The catalyst is C(Cl)Cl. The product is [NH2:1][C:2]1[C:7]([CH:8]=[O:27])=[CH:6][N:5]=[C:4]([NH:10][C:11]2[CH:16]=[CH:15][CH:14]=[CH:13][CH:12]=2)[N:3]=1. The yield is 0.680. (9) The catalyst is O1CCCC1.O. The reactants are [OH-].[Na+].C([O:5][C:6]([C:8]1[CH:9]=[N:10][C:11]2[C:16]([C:17]=1[Cl:18])=[N:15][C:14]([O:19][CH3:20])=[CH:13][CH:12]=2)=[O:7])C. The yield is 0.960. The product is [Cl:18][C:17]1[C:16]2[C:11](=[CH:12][CH:13]=[C:14]([O:19][CH3:20])[N:15]=2)[N:10]=[CH:9][C:8]=1[C:6]([OH:7])=[O:5]. (10) The reactants are [C:1]1([CH2:7][S:8](Cl)(=[O:10])=[O:9])[CH:6]=[CH:5][CH:4]=[CH:3][CH:2]=1.C(N(C(C)C)CC)(C)C.[O:21]1[C:25]2[CH:26]=[CH:27][C:28]([C:30]3[N:34]=[C:33]([CH:35]4[CH2:40][CH2:39][NH:38][CH2:37][CH2:36]4)[NH:32][C:31]=3[C:41]3[CH:46]=[CH:45][CH:44]=[C:43]([CH3:47])[N:42]=3)=[CH:29][C:24]=2[O:23][CH2:22]1. The catalyst is C1COCC1. The product is [O:21]1[C:25]2[CH:26]=[CH:27][C:28]([C:30]3[N:34]=[C:33]([CH:35]4[CH2:36][CH2:37][N:38]([S:8]([CH2:7][C:1]5[CH:6]=[CH:5][CH:4]=[CH:3][CH:2]=5)(=[O:10])=[O:9])[CH2:39][CH2:40]4)[NH:32][C:31]=3[C:41]3[CH:46]=[CH:45][CH:44]=[C:43]([CH3:47])[N:42]=3)=[CH:29][C:24]=2[O:23][CH2:22]1. The yield is 0.0700.